From a dataset of Forward reaction prediction with 1.9M reactions from USPTO patents (1976-2016). Predict the product of the given reaction. (1) The product is: [Cl:1][C:2]1[CH:3]=[C:4]([C:8]#[C:9][C:10]2[N:11]=[C:12]([CH3:15])[N:13]([CH2:18][C:19]3[CH:24]=[CH:23][CH:22]=[CH:21][N:20]=3)[CH:14]=2)[CH:5]=[CH:6][CH:7]=1. Given the reactants [Cl:1][C:2]1[CH:3]=[C:4]([C:8]#[C:9][C:10]2[N:11]=[C:12]([CH3:15])[NH:13][CH:14]=2)[CH:5]=[CH:6][CH:7]=1.Br.Br[CH2:18][C:19]1[CH:24]=[CH:23][CH:22]=[CH:21][N:20]=1, predict the reaction product. (2) Given the reactants [CH3:1][O:2][C:3]1[CH:4]=[C:5]([C:13]2N=N[C:16]([C:19]3[CH:24]=[C:23]([O:25][CH3:26])[C:22]([O:27][CH3:28])=[C:21]([O:29][CH3:30])[CH:20]=3)=[CH:17][N:18]=2)[CH:6]=[C:7]([O:11][CH3:12])[C:8]=1[O:9][CH3:10].[CH:31]12CC(C=C1)C=[CH:32]2.CC=CCC=CC, predict the reaction product. The product is: [CH3:1][O:2][C:3]1[CH:4]=[C:5]([C:13]2[CH:32]=[CH:31][C:16]([C:19]3[CH:24]=[C:23]([O:25][CH3:26])[C:22]([O:27][CH3:28])=[C:21]([O:29][CH3:30])[CH:20]=3)=[CH:17][N:18]=2)[CH:6]=[C:7]([O:11][CH3:12])[C:8]=1[O:9][CH3:10]. (3) Given the reactants C1C=CC(P(C2C=CC3C(=CC=CC=3)C=2C2C3C(=CC=CC=3)C=CC=2P(C2C=CC=CC=2)C2C=CC=CC=2)C2C=CC=CC=2)=CC=1.S(=O)(=O)(O)O.Cl[C:53]1[N:58]=[C:57]([C:59]2[CH:60]=[N:61][CH:62]=[C:63]([Cl:65])[CH:64]=2)[C:56]2[N:66]([CH2:69][C@H:70]3[CH2:75][CH2:74][C@H:73]([CH3:76])[CH2:72][CH2:71]3)[CH:67]=[N:68][C:55]=2[CH:54]=1.[CH3:77][N:78](C)C(=O)C, predict the reaction product. The product is: [Cl:65][C:63]1[CH:64]=[C:59]([C:57]2[C:56]3[N:66]([CH2:69][C@H:70]4[CH2:71][CH2:72][C@H:73]([CH3:76])[CH2:74][CH2:75]4)[CH:67]=[N:68][C:55]=3[CH:54]=[C:53]([C:77]#[N:78])[N:58]=2)[CH:60]=[N:61][CH:62]=1.